Dataset: Catalyst prediction with 721,799 reactions and 888 catalyst types from USPTO. Task: Predict which catalyst facilitates the given reaction. (1) Reactant: [Cl:1][C:2]1[CH:3]=[CH:4][C:5]([O:30][CH3:31])=[C:6]([C:8]2[C:12]([NH:13][C:14]([C:16]3[CH:17]=[N:18][N:19]4[CH:24]=[CH:23][CH:22]=[N:21][C:20]=34)=[O:15])=[CH:11][N:10]([CH:25]([CH3:29])[C:26]([OH:28])=O)[N:9]=2)[CH:7]=1.Cl.[O:33]1[CH2:36][CH:35]([NH2:37])[CH2:34]1.C(N(CC)C(C)C)(C)C. Product: [Cl:1][C:2]1[CH:3]=[CH:4][C:5]([O:30][CH3:31])=[C:6]([C:8]2[C:12]([NH:13][C:14]([C:16]3[CH:17]=[N:18][N:19]4[CH:24]=[CH:23][CH:22]=[N:21][C:20]=34)=[O:15])=[CH:11][N:10]([CH:25]([CH3:29])[C:26]([NH:37][CH:35]3[CH2:36][O:33][CH2:34]3)=[O:28])[N:9]=2)[CH:7]=1. The catalyst class is: 9. (2) Reactant: [N:1]1[C:10]2C(=C[CH:7]=[CH:8][CH:9]=2)C=CC=1.[Br-:11].[CH3:12][O:13][N:14]=[C:15]([C:23]1[CH:28]=[CH:27][C:26](C)=[CH:25][CH:24]=1)[CH2:16][N+:17]1[CH:22]=[CH:21][CH:20]=[CH:19][CH:18]=1. Product: [Br-:11].[CH3:12][O:13][N:14]=[C:15]([C:23]1[CH:24]=[CH:25][C:26]([N:1]2[CH2:7][CH2:8][CH2:9][CH2:10]2)=[CH:27][CH:28]=1)[CH2:16][N+:17]1[C:18]2[C:19](=[CH:7][CH:8]=[CH:9][CH:10]=2)[CH:20]=[CH:21][CH:22]=1. The catalyst class is: 21. (3) Reactant: [F:1][C:2]1[CH:7]=[CH:6][C:5]([C:8]2[CH2:12][NH:11][C@H:10]([C:13]([OH:15])=[O:14])[CH:9]=2)=[CH:4][CH:3]=1. Product: [F:1][C:2]1[CH:7]=[CH:6][C:5]([C@@H:8]2[CH2:12][NH:11][C@H:10]([C:13]([OH:15])=[O:14])[CH2:9]2)=[CH:4][CH:3]=1. The catalyst class is: 19. (4) Reactant: [CH3:1][C@H:2]1[CH2:7][C@@H:6]([CH3:8])[CH2:5][N:4]([C:9]([CH:11]2[CH2:19][C:18]3[C:13](=[CH:14][CH:15]=[CH:16][CH:17]=3)[NH:12]2)=[O:10])[CH2:3]1.Cl[C:21]1[N:26]=[CH:25][CH:24]=[CH:23][N:22]=1.CC(C)([O-])C.[Na+].C(P(C(C)(C)C)C(C)(C)C)(C)(C)C. Product: [CH3:1][C@H:2]1[CH2:7][C@@H:6]([CH3:8])[CH2:5][N:4]([C:9]([CH:11]2[CH2:19][C:18]3[C:13](=[CH:14][CH:15]=[CH:16][CH:17]=3)[N:12]2[C:21]2[N:26]=[CH:25][CH:24]=[CH:23][N:22]=2)=[O:10])[CH2:3]1. The catalyst class is: 101. (5) Reactant: [CH3:1][C:2]1[N:3]=[C:4]([NH:7][C:8]([CH:10]2[CH2:12][CH2:11]2)=[O:9])[S:5][CH:6]=1.[Br:13]Br.O. Product: [Br:13][C:6]1[S:5][C:4]([NH:7][C:8]([CH:10]2[CH2:12][CH2:11]2)=[O:9])=[N:3][C:2]=1[CH3:1]. The catalyst class is: 15. (6) Reactant: [CH2:1]([N:8]1[N:12]=[C:11]([C:13]2[C:17]3[CH:18]=[N:19][C:20](Br)=[CH:21][C:16]=3[N:15]([CH:23]([CH3:25])[CH3:24])[CH:14]=2)[CH:10]=[N:9]1)[C:2]1[CH:7]=[CH:6][CH:5]=[CH:4][CH:3]=1.[CH:26]1([S:29]([N:32]2[CH:36]=[C:35]([C:37]3[N:42]=[C:41]([NH2:43])[CH:40]=[CH:39][N:38]=3)[CH:34]=[N:33]2)(=[O:31])=[O:30])[CH2:28][CH2:27]1.CC1(C)C2C=CC=C(P(C3C=CC=CC=3)C3C=CC=CC=3)C=2OC2C1=CC=CC=2P(C1C=CC=CC=1)C1C=CC=CC=1.C(=O)([O-])[O-].[Cs+].[Cs+]. Product: [CH2:1]([N:8]1[N:12]=[C:11]([C:13]2[C:17]3[CH:18]=[N:19][C:20]([NH:43][C:41]4[CH:40]=[CH:39][N:38]=[C:37]([C:35]5[CH:34]=[N:33][N:32]([S:29]([CH:26]6[CH2:28][CH2:27]6)(=[O:31])=[O:30])[CH:36]=5)[N:42]=4)=[CH:21][C:16]=3[N:15]([CH:23]([CH3:25])[CH3:24])[CH:14]=2)[CH:10]=[N:9]1)[C:2]1[CH:7]=[CH:6][CH:5]=[CH:4][CH:3]=1. The catalyst class is: 102.